The task is: Predict the reactants needed to synthesize the given product.. This data is from Full USPTO retrosynthesis dataset with 1.9M reactions from patents (1976-2016). (1) The reactants are: [C:1]1([C:7]#[C:8][C:9]2[CH:10]=[C:11]([CH:14]=O)[S:12][CH:13]=2)[CH:6]=[CH:5][CH:4]=[CH:3][CH:2]=1.[C:16]1([C@H:22]([NH2:24])[CH3:23])[CH:21]=[CH:20][CH:19]=[CH:18][CH:17]=1. Given the product [C:16]1([C@H:22]([NH:24][CH2:14][C:11]2[S:12][CH:13]=[C:9]([C:8]#[C:7][C:1]3[CH:6]=[CH:5][CH:4]=[CH:3][CH:2]=3)[CH:10]=2)[CH3:23])[CH:21]=[CH:20][CH:19]=[CH:18][CH:17]=1, predict the reactants needed to synthesize it. (2) Given the product [CH3:12][N:13]([CH3:14])[C:6](=[O:8])[CH2:5][CH2:4][C:3]([N:2]([CH3:10])[C:1]1[C:31]([CH3:41])=[N:32][N:33]([C:35]2[CH:36]=[N:37][CH:38]=[CH:39][CH:40]=2)[CH:34]=1)=[O:9], predict the reactants needed to synthesize it. The reactants are: [CH3:1][N:2]([CH3:10])[C:3](=[O:9])[CH2:4][CH2:5][C:6]([OH:8])=O.C[CH2:12][N:13](C(C)C)[CH:14](C)C.ClC(OCC(C)C)=O.CNC1[C:31]([CH3:41])=[N:32][N:33]([C:35]2[CH:36]=[N:37][CH:38]=[CH:39][CH:40]=2)[CH:34]=1. (3) Given the product [CH3:3][C:4]1[O:8][C:7]([C:9]2[CH:14]=[CH:13][CH:12]=[CH:11][CH:10]=2)=[N:6][C:5]=1[CH2:15][CH2:16][O:17][C:18]1[CH:23]=[CH:22][C:21]([CH2:24][C@H:25]([N:31]([CH2:32][C:33]2[CH:38]=[CH:37][C:36]([F:39])=[CH:35][CH:34]=2)[CH3:40])[C:26]([O:28][CH2:29][CH3:30])=[O:27])=[CH:20][CH:19]=1, predict the reactants needed to synthesize it. The reactants are: [H-].[Na+].[CH3:3][C:4]1[O:8][C:7]([C:9]2[CH:14]=[CH:13][CH:12]=[CH:11][CH:10]=2)=[N:6][C:5]=1[CH2:15][CH2:16][O:17][C:18]1[CH:23]=[CH:22][C:21]([CH2:24][C@H:25]([NH:31][CH2:32][C:33]2[CH:38]=[CH:37][C:36]([F:39])=[CH:35][CH:34]=2)[C:26]([O:28][CH2:29][CH3:30])=[O:27])=[CH:20][CH:19]=1.[CH3:40]I.O. (4) Given the product [ClH:1].[ClH:1].[F:53][C:20]([F:19])([F:52])[C:21]1[CH:22]=[C:23]([CH:45]=[C:46]([C:48]([F:49])([F:50])[F:51])[CH:47]=1)[C:24]([N:26]1[CH2:31][CH2:30][N:29]([CH2:32][CH2:33][CH:34]=[N:3][N:4]2[CH2:9][CH2:8][O:7][CH2:6][C:5]2([CH3:11])[CH3:10])[CH2:28][C@H:27]1[CH2:36][C:37]1[CH:42]=[CH:41][C:40]([CH3:43])=[C:39]([CH3:44])[CH:38]=1)=[O:25], predict the reactants needed to synthesize it. The reactants are: [ClH:1].Cl.[NH2:3][N:4]1[CH2:9][CH2:8][O:7][CH2:6][C:5]1([CH3:11])[CH3:10].C(N(CC)CC)C.[F:19][C:20]([F:53])([F:52])[C:21]1[CH:22]=[C:23]([CH:45]=[C:46]([C:48]([F:51])([F:50])[F:49])[CH:47]=1)[C:24]([N:26]1[CH2:31][CH2:30][N:29]([CH2:32][CH2:33][CH:34]=O)[CH2:28][C@H:27]1[CH2:36][C:37]1[CH:42]=[CH:41][C:40]([CH3:43])=[C:39]([CH3:44])[CH:38]=1)=[O:25]. (5) Given the product [F:33][C:34]1[CH:39]=[CH:38][CH:37]=[CH:36][C:35]=1[NH:40][C:41](=[S:66])[NH:42][C:43]1[CH:44]=[CH:45][C:46]([C:49]2[S:53][C:52]([CH:54]3[CH2:55][CH2:56][CH:57]([CH2:60][C:61]([OH:63])=[O:62])[CH2:58][CH2:59]3)=[N:51][CH:50]=2)=[CH:47][CH:48]=1, predict the reactants needed to synthesize it. The reactants are: ClC1C=CC=CC=1NC(=O)NC1C=CC(C2SC(C3CCC(CC(O)=O)CC3)=NC=2)=CC=1.[F:33][C:34]1[CH:39]=[CH:38][CH:37]=[CH:36][C:35]=1[NH:40][C:41](=[S:66])[NH:42][C:43]1[CH:48]=[CH:47][C:46]([C:49]2[S:53][C:52]([CH:54]3[CH2:59][CH2:58][CH:57]([CH2:60][C:61]([O:63]CC)=[O:62])[CH2:56][CH2:55]3)=[N:51][CH:50]=2)=[CH:45][CH:44]=1.